Dataset: Full USPTO retrosynthesis dataset with 1.9M reactions from patents (1976-2016). Task: Predict the reactants needed to synthesize the given product. (1) Given the product [Cl:1][C:2]1[CH:7]=[CH:6][C:5]([Cl:8])=[CH:4][C:3]=1[N:9]=[C:10]=[O:11], predict the reactants needed to synthesize it. The reactants are: [Cl:1][C:2]1[CH:7]=[CH:6][C:5]([Cl:8])=[CH:4][C:3]=1[NH:9][C:10](NC1C=C2C(=CC=1)N(CCC)NC2=O)=[O:11].C(N1C2C(=CC([N+]([O-])=O)=CC=2)C(=O)N1)C=C. (2) Given the product [Br:14][C:8]1[CH:9]=[C:10]2[C:5]([CH:4]=[CH:3][C:2]([C:11]([OH:13])=[O:12])=[N:1]2)=[N:6][CH:7]=1, predict the reactants needed to synthesize it. The reactants are: [N:1]1[C:10]2[C:5](=[N:6][CH:7]=[CH:8][CH:9]=2)[CH:4]=[CH:3][C:2]=1[C:11]([OH:13])=[O:12].[Br:14]N1C(=O)CCC1=O. (3) Given the product [C:28]1([C:19]2[CH:20]=[CH:21][CH:22]=[CH:23][CH:24]=2)[CH:29]=[CH:30][C:31]([C:6]([N:8]2[CH2:12][C:11](=[N:13][O:14][CH3:15])[CH2:10][C@H:9]2[C:16]([NH:34][C@H:35]2[CH2:40][CH2:39][C@H:38]([OH:41])[CH2:37][CH2:36]2)=[O:18])=[O:7])=[CH:32][CH:33]=1, predict the reactants needed to synthesize it. The reactants are: C(O[C:6]([N:8]1[CH2:12][C:11](=[N:13][O:14][CH3:15])[CH2:10][C@H:9]1[C:16]([OH:18])=O)=[O:7])(C)(C)C.[C:19]1([C:28]2[CH:33]=[CH:32][CH:31]=[CH:30][CH:29]=2)[CH:24]=[CH:23][C:22](C(Cl)=O)=[CH:21][CH:20]=1.[NH2:34][C@H:35]1[CH2:40][CH2:39][C@H:38]([OH:41])[CH2:37][CH2:36]1. (4) Given the product [Cl:1][C:2]1[C:7]([F:8])=[CH:6][CH:5]=[CH:4][C:3]=1[N:9]1[C:13]([S:14]([C:15]2[CH:16]=[N:17][CH:18]=[CH:19][CH:20]=2)(=[O:35])=[O:52])=[CH:12][C:11]([CH2:21][N:22]([CH3:30])[C:23](=[O:29])[O:24][C:25]([CH3:26])([CH3:27])[CH3:28])=[N:10]1, predict the reactants needed to synthesize it. The reactants are: [Cl:1][C:2]1[C:7]([F:8])=[CH:6][CH:5]=[CH:4][C:3]=1[N:9]1[C:13]([S:14][C:15]2[CH:16]=[N:17][CH:18]=[CH:19][CH:20]=2)=[CH:12][C:11]([CH2:21][N:22]([CH3:30])[C:23](=[O:29])[O:24][C:25]([CH3:28])([CH3:27])[CH3:26])=[N:10]1.C(#N)C.C([O-])([O-])=[O:35].C([O-])([O-])=O.OO.OO.OO.[Na+].[Na+].[Na+].[Na+].[OH2:52]. (5) Given the product [CH3:1][N:2]([C:3]1[CH:8]=[CH:7][CH:6]=[C:5]([CH3:9])[N:4]=1)[S:34]([C:31]1[CH:30]=[CH:29][C:28]([C:25]2[CH:26]=[CH:27][C:22]([C:20]#[N:21])=[CH:23][CH:24]=2)=[CH:33][CH:32]=1)(=[O:36])=[O:35], predict the reactants needed to synthesize it. The reactants are: [CH3:1][NH:2][C:3]1[CH:8]=[CH:7][CH:6]=[C:5]([CH3:9])[N:4]=1.C[Si]([N-][Si](C)(C)C)(C)C.[Na+].[C:20]([C:22]1[CH:27]=[CH:26][C:25]([C:28]2[CH:33]=[CH:32][C:31]([S:34](Cl)(=[O:36])=[O:35])=[CH:30][CH:29]=2)=[CH:24][CH:23]=1)#[N:21].Cl.